From a dataset of Reaction yield outcomes from USPTO patents with 853,638 reactions. Predict the reaction yield, written as a fraction of the theoretical maximum amount of product (1.0 means a 100% yield; for example, 0.34 means a 34% yield). (1) The reactants are [NH2:1][C:2]1[CH:10]=[CH:9][C:8]([Br:11])=[CH:7][C:3]=1[C:4]([OH:6])=[O:5].[C:12](Cl)(=O)[C:13]1[CH:18]=[CH:17][CH:16]=[CH:15][CH:14]=1. No catalyst specified. The product is [Br:11][C:8]1[CH:9]=[CH:10][C:2]2[N:1]=[C:12]([C:13]3[CH:18]=[CH:17][CH:16]=[CH:15][CH:14]=3)[O:5][C:4](=[O:6])[C:3]=2[CH:7]=1. The yield is 0.970. (2) The reactants are [CH2:1]([NH:13][CH2:14][CH2:15][CH2:16][CH2:17][CH2:18][CH2:19][CH2:20][CH2:21][CH2:22][CH2:23][CH2:24][CH3:25])[CH2:2][CH2:3][CH2:4][CH2:5][CH2:6][CH2:7][CH2:8][CH2:9][CH2:10][CH2:11][CH3:12].C(N(C(C)C)CC)(C)C.[C:35](Cl)(=[O:38])[CH:36]=[CH2:37]. The catalyst is C(Cl)Cl. The product is [CH2:14]([N:13]([CH2:1][CH2:2][CH2:3][CH2:4][CH2:5][CH2:6][CH2:7][CH2:8][CH2:9][CH2:10][CH2:11][CH3:12])[C:35](=[O:38])[CH:36]=[CH2:37])[CH2:15][CH2:16][CH2:17][CH2:18][CH2:19][CH2:20][CH2:21][CH2:22][CH2:23][CH2:24][CH3:25]. The yield is 1.00. (3) The product is [CH2:12]([NH:11][C:9](=[O:10])[N:8]([C:4]1[CH:3]=[C:2]([B:27]([OH:30])[OH:28])[CH:7]=[CH:6][CH:5]=1)[CH3:19])[CH2:13][CH2:14][CH2:15][CH2:16][CH2:17][CH3:18]. The yield is 0.360. The reactants are Br[C:2]1[CH:3]=[C:4]([N:8]([CH3:19])[C:9]([NH:11][CH2:12][CH2:13][CH2:14][CH2:15][CH2:16][CH2:17][CH3:18])=[O:10])[CH:5]=[CH:6][CH:7]=1.C[Li].C([Li])(C)(C)C.[B:27](OC)([O:30]C)[O:28]C. The catalyst is O1CCCC1.CCCCC. (4) The reactants are [C:1]1([C@@H:7]([NH:9][C:10]2[N:15]=[C:14]([N:16]3[C:20]4[CH:21]=[CH:22][C:23]([NH2:25])=[CH:24][C:19]=4[N:18]=[CH:17]3)[CH:13]=[N:12][CH:11]=2)[CH3:8])[CH:6]=[CH:5][CH:4]=[CH:3][CH:2]=1.[C:26](Cl)(=[O:33])[C:27]1[CH:32]=[CH:31][CH:30]=[CH:29][CH:28]=1. No catalyst specified. The product is [C:1]1([C@@H:7]([NH:9][C:10]2[N:15]=[C:14]([N:16]3[C:20]4[CH:21]=[CH:22][C:23]([NH:25][C:26](=[O:33])[C:27]5[CH:32]=[CH:31][CH:30]=[CH:29][CH:28]=5)=[CH:24][C:19]=4[N:18]=[CH:17]3)[CH:13]=[N:12][CH:11]=2)[CH3:8])[CH:6]=[CH:5][CH:4]=[CH:3][CH:2]=1. The yield is 0.530. (5) The reactants are N1C=CC=CC=1.[C:7]([N:10]1[C:19]2[C:14](=[CH:15][C:16]([C:21]3[CH:22]=[N:23][N:24]([CH:26]4[CH2:28][CH2:27]4)[CH:25]=3)=[C:17]([NH2:20])[CH:18]=2)[N:13]([C:29]([O:31][CH:32]([CH3:34])[CH3:33])=[O:30])[CH2:12][C@@H:11]1[CH3:35])(=[O:9])[CH3:8].[CH3:36][S:37](Cl)(=[O:39])=[O:38]. The catalyst is O1CCOCC1. The product is [C:7]([N:10]1[C:19]2[C:14](=[CH:15][C:16]([C:21]3[CH:22]=[N:23][N:24]([CH:26]4[CH2:28][CH2:27]4)[CH:25]=3)=[C:17]([NH:20][S:37]([CH3:36])(=[O:39])=[O:38])[CH:18]=2)[N:13]([C:29]([O:31][CH:32]([CH3:34])[CH3:33])=[O:30])[CH2:12][C@@H:11]1[CH3:35])(=[O:9])[CH3:8]. The yield is 0.730. (6) No catalyst specified. The yield is 0.320. The product is [Cl:12][C:9]1[CH:8]=[C:4]([C:5]([N:13]2[CH2:18][CH2:17][CH2:16][C@@H:15]3[C:19]4[CH:20]=[CH:21][CH:22]=[CH:23][C:24]=4[CH2:25][C@H:14]23)=[O:7])[CH:3]=[C:2]([Cl:1])[C:10]=1[OH:11]. The reactants are [Cl:1][C:2]1[CH:3]=[C:4]([CH:8]=[C:9]([Cl:12])[C:10]=1[OH:11])[C:5]([OH:7])=O.[NH:13]1[CH2:18][CH2:17][CH2:16][C@@H:15]2[C:19]3[CH:20]=[CH:21][CH:22]=[CH:23][C:24]=3[CH2:25][C@H:14]12.F[P-](F)(F)(F)(F)F.N1(OC(N(C)C)=[N+](C)C)C2N=CC=CC=2N=N1. (7) The catalyst is C(Cl)Cl. The reactants are [Br:1][C:2]1[CH:3]=[C:4]([CH:6]=[CH:7][CH:8]=1)[NH2:5].Cl[S:10]([OH:13])(=[O:12])=[O:11]. The product is [Br:1][C:2]1[CH:3]=[C:4]([NH:5][S:10](=[O:12])(=[O:11])[OH:13])[CH:6]=[CH:7][CH:8]=1. The yield is 1.00.